From a dataset of Full USPTO retrosynthesis dataset with 1.9M reactions from patents (1976-2016). Predict the reactants needed to synthesize the given product. (1) Given the product [O:43]=[C:37]1[CH:36]([N:30]2[CH2:29][C:28]3[C:32](=[CH:33][CH:34]=[C:26]([CH2:25][NH:24][C:3](=[O:5])[C:2]([F:1])([F:17])[C:6]4[CH:11]=[CH:10][C:9]([F:12])=[CH:8][C:7]=4[C:13]([F:16])([F:15])[F:14])[CH:27]=3)[C:31]2=[O:35])[CH2:41][CH2:40][C:39](=[O:42])[NH:38]1, predict the reactants needed to synthesize it. The reactants are: [F:1][C:2]([F:17])([C:6]1[CH:11]=[CH:10][C:9]([F:12])=[CH:8][C:7]=1[C:13]([F:16])([F:15])[F:14])[C:3]([OH:5])=O.P(Cl)(Cl)(Cl)=O.Cl.[NH2:24][CH2:25][C:26]1[CH:27]=[C:28]2[C:32](=[CH:33][CH:34]=1)[C:31](=[O:35])[N:30]([CH:36]1[CH2:41][CH2:40][C:39](=[O:42])[NH:38][C:37]1=[O:43])[CH2:29]2.C(=O)(O)[O-].[Na+]. (2) Given the product [Cl:1][C:2]1[CH:3]=[CH:4][C:5]([CH2:6][CH2:7][O:8][C:9]2[N:14]=[N:13][C:12]([C:15]3[CH:16]=[C:17]([NH:18][S:38]([C:35]4[CH:34]=[CH:33][C:32]([C:30]#[N:31])=[CH:37][CH:36]=4)(=[O:40])=[O:39])[CH:19]=[CH:20][CH:21]=3)=[CH:11][CH:10]=2)=[CH:22][CH:23]=1, predict the reactants needed to synthesize it. The reactants are: [Cl:1][C:2]1[CH:23]=[CH:22][C:5]([CH2:6][CH2:7][O:8][C:9]2[N:14]=[N:13][C:12]([C:15]3[CH:16]=[C:17]([CH:19]=[CH:20][CH:21]=3)[NH2:18])=[CH:11][CH:10]=2)=[CH:4][CH:3]=1.N1C=CC=CC=1.[C:30]([C:32]1[CH:37]=[CH:36][C:35]([S:38](Cl)(=[O:40])=[O:39])=[CH:34][CH:33]=1)#[N:31]. (3) Given the product [F:16][C:2]([F:1])([F:15])[O:3][C:4]1[CH:5]=[C:6]2[C:11](=[C:12]([NH:14][S:23]([C:19]3[CH:18]=[N:17][CH:22]=[CH:21][CH:20]=3)(=[O:25])=[O:24])[CH:13]=1)[N:10]=[CH:9][CH:8]=[CH:7]2, predict the reactants needed to synthesize it. The reactants are: [F:1][C:2]([F:16])([F:15])[O:3][C:4]1[CH:5]=[C:6]2[C:11](=[C:12]([NH2:14])[CH:13]=1)[N:10]=[CH:9][CH:8]=[CH:7]2.[N:17]1[CH:22]=[CH:21][CH:20]=[C:19]([S:23](Cl)(=[O:25])=[O:24])[CH:18]=1.N1C=CC=CC=1. (4) Given the product [CH2:53]([O:60][C:61]([N:63]1[CH2:67][CH:66]([C:68]2[C:76]3[C:71](=[CH:72][C:73]([F:77])=[CH:74][CH:75]=3)[NH:70][CH:69]=2)[CH:65]2[N:78]([C:10](=[O:12])[CH:2]([NH:1][C:13]([O:15][C:16]([CH3:19])([CH3:18])[CH3:17])=[O:14])[CH:3]([O:4][C:5]([CH3:6])([CH3:7])[CH3:8])[CH3:9])[CH2:79][CH2:80][CH:64]12)=[O:62])[C:54]1[CH:55]=[CH:56][CH:57]=[CH:58][CH:59]=1, predict the reactants needed to synthesize it. The reactants are: [NH:1]([C:13]([O:15][C:16]([CH3:19])([CH3:18])[CH3:17])=[O:14])[C@H:2]([C:10]([OH:12])=O)[C@@H:3]([CH3:9])[O:4][C:5]([CH3:8])([CH3:7])[CH3:6].CN(C(ON1N=NC2C=CC=NC1=2)=[N+](C)C)C.F[P-](F)(F)(F)(F)F.CCN(C(C)C)C(C)C.[CH2:53]([O:60][C:61]([N:63]1[CH2:67][CH:66]([C:68]2[C:76]3[C:71](=[CH:72][C:73]([F:77])=[CH:74][CH:75]=3)[NH:70][CH:69]=2)[CH:65]2[NH:78][CH2:79][CH2:80][CH:64]12)=[O:62])[C:54]1[CH:59]=[CH:58][CH:57]=[CH:56][CH:55]=1. (5) Given the product [NH2:30][C:29]1[C:25]([NH:24][C:17](=[O:19])[C:16]2[CH:15]=[CH:14][C:13]([CH2:12][NH:11][C:5]3[CH:6]=[CH:7][C:8]([O:9][CH3:10])=[C:3]([O:2][CH3:1])[CH:4]=3)=[CH:21][CH:20]=2)=[CH:26][S:27][CH:28]=1, predict the reactants needed to synthesize it. The reactants are: [CH3:1][O:2][C:3]1[CH:4]=[C:5]([NH:11][CH2:12][C:13]2[CH:21]=[CH:20][C:16]([C:17]([OH:19])=O)=[CH:15][CH:14]=2)[CH:6]=[CH:7][C:8]=1[O:9][CH3:10].Cl.Cl.[NH2:24][C:25]1[C:29]([NH2:30])=[CH:28][S:27][CH:26]=1.F[P-](F)(F)(F)(F)F.N1(O[P+](N(C)C)(N(C)C)N(C)C)C2C=CC=CC=2N=N1.C(N(CC)CC)C. (6) The reactants are: [Br:1][C:2]1[C:3](F)=[C:4]2[C:10]([NH:11][C:12]([C:14]3([CH3:17])[CH2:16][CH2:15]3)=[O:13])=[CH:9][NH:8][C:5]2=[N:6][CH:7]=1.[NH:19]1[CH2:24][CH2:23][CH2:22][C@@H:21]([NH:25][C:26](=[O:32])[O:27][C:28]([CH3:31])([CH3:30])[CH3:29])[CH2:20]1. Given the product [Br:1][C:2]1[C:3]([N:19]2[CH2:24][CH2:23][CH2:22][C@@H:21]([NH:25][C:26](=[O:32])[O:27][C:28]([CH3:30])([CH3:29])[CH3:31])[CH2:20]2)=[C:4]2[C:10]([NH:11][C:12]([C:14]3([CH3:17])[CH2:16][CH2:15]3)=[O:13])=[CH:9][NH:8][C:5]2=[N:6][CH:7]=1, predict the reactants needed to synthesize it. (7) Given the product [CH3:1][O:2][C:3](=[O:29])[CH:4]([NH:13][C:14](=[O:28])[CH:15]([CH2:23][S:24][C:25](=[O:27])[CH3:26])[CH2:16][C:17]1[CH:18]=[CH:19][CH:20]=[CH:21][CH:22]=1)[CH2:5][C:6]1[CH:7]=[CH:8][C:9]([NH:12][C:41](=[O:42])[CH2:40][CH2:39][CH:38]([NH:37][C:35]([O:34][C:30]([CH3:32])([CH3:31])[CH3:33])=[O:36])[C:44]([N:46]2[CH2:50][CH2:49][CH2:48][CH:47]2[C:51]#[N:52])=[O:45])=[CH:10][CH:11]=1, predict the reactants needed to synthesize it. The reactants are: [CH3:1][O:2][C:3](=[O:29])[CH:4]([NH:13][C:14](=[O:28])[CH:15]([CH2:23][S:24][C:25](=[O:27])[CH3:26])[CH2:16][C:17]1[CH:22]=[CH:21][CH:20]=[CH:19][CH:18]=1)[CH2:5][C:6]1[CH:11]=[CH:10][C:9]([NH2:12])=[CH:8][CH:7]=1.[C:30]([O:34][C:35]([NH:37][CH:38]([C:44]([N:46]1[CH2:50][CH2:49][CH2:48][CH:47]1[C:51]#[N:52])=[O:45])[CH2:39][CH2:40][C:41](O)=[O:42])=[O:36])([CH3:33])([CH3:32])[CH3:31].P(Cl)(Cl)(Cl)=O.